From a dataset of Full USPTO retrosynthesis dataset with 1.9M reactions from patents (1976-2016). Predict the reactants needed to synthesize the given product. (1) The reactants are: [NH2:1][C:2]1[C:3]2[C:10]([C:11]3[CH:16]=[CH:15][CH:14]=[C:13]([O:17]CC4C=CC=CC=4)[CH:12]=3)=[C:9]([CH2:25][CH3:26])[N:8]([C@@H:27]3[CH2:30][C@H:29]([CH2:31]O)[CH2:28]3)[C:4]=2[N:5]=[CH:6][N:7]=1.[C:33]1([CH3:43])[CH:38]=[CH:37][C:36](S(Cl)(=O)=O)=[CH:35][CH:34]=1.[CH3:44][N:45]1[CH2:50][CH2:49][NH:48][CH2:47][CH2:46]1. Given the product [CH2:43]([O:17][C:13]1[CH:12]=[C:11]([C:10]2[C:3]3[C:2]([NH2:1])=[N:7][CH:6]=[N:5][C:4]=3[N:8]([C@H:27]3[CH2:28][C@@H:29]([CH2:31][N:48]4[CH2:49][CH2:50][N:45]([CH3:44])[CH2:46][CH2:47]4)[CH2:30]3)[C:9]=2[CH2:25][CH3:26])[CH:16]=[CH:15][CH:14]=1)[C:33]1[CH:38]=[CH:37][CH:36]=[CH:35][CH:34]=1, predict the reactants needed to synthesize it. (2) Given the product [OH:16]/[N:15]=[C:7](\[C:3]1[CH:2]=[N:1][CH:6]=[CH:5][CH:4]=1)/[C:8]([O:10][CH2:11][CH3:12])=[O:9], predict the reactants needed to synthesize it. The reactants are: [N:1]1[CH:6]=[CH:5][CH:4]=[C:3]([C:7](=O)[C:8]([O:10][CH2:11][CH3:12])=[O:9])[CH:2]=1.Cl.[NH2:15][OH:16].C([O-])(=O)C.[Na+]. (3) Given the product [CH3:17][CH:13]1[CH:14]([CH3:16])[O:15][C:11]2([CH2:18][C:19]([CH3:24])([C:20]([F:21])([F:23])[F:22])[C:8](/[CH:6]=[CH:7]/[Sn:31]([CH2:32][CH2:33][CH2:34][CH3:35])([CH2:36][CH2:37][CH2:38][CH3:39])[CH2:27][CH2:28][CH2:29][CH3:30])([OH:26])[C:9]([CH3:25])=[CH:10]2)[O:12]1, predict the reactants needed to synthesize it. The reactants are: O1CCCC1.[C:6]([C:8]1([OH:26])[C:19]([CH3:24])([C:20]([F:23])([F:22])[F:21])[CH2:18][C:11]2([O:15][CH:14]([CH3:16])[CH:13]([CH3:17])[O:12]2)[CH:10]=[C:9]1[CH3:25])#[CH:7].[CH2:27]([SnH:31]([CH2:36][CH2:37][CH2:38][CH3:39])[CH2:32][CH2:33][CH2:34][CH3:35])[CH2:28][CH2:29][CH3:30].